Predict the reactants needed to synthesize the given product. From a dataset of Full USPTO retrosynthesis dataset with 1.9M reactions from patents (1976-2016). (1) Given the product [Cl:1][C:2]1[N:7]=[CH:6][C:5]([S:8][C:9]2[N:13]([C:14]3[CH:19]=[CH:18][CH:17]=[C:16]([F:20])[C:15]=3[F:21])[N:12]=[C:11]([C:22]([NH:28][CH3:27])=[O:24])[CH:10]=2)=[CH:4][CH:3]=1, predict the reactants needed to synthesize it. The reactants are: [Cl:1][C:2]1[N:7]=[CH:6][C:5]([S:8][C:9]2[N:13]([C:14]3[CH:19]=[CH:18][CH:17]=[C:16]([F:20])[C:15]=3[F:21])[N:12]=[C:11]([C:22]([O:24]CC)=O)[CH:10]=2)=[CH:4][CH:3]=1.[CH3:27][NH2:28].CO. (2) Given the product [C:33]([C:30]1[CH:29]=[CH:28][C:27]([O:26][CH2:25][CH2:24][CH2:23][O:22][C:19]2[CH:20]=[CH:21][C:16]([CH2:15][CH2:14][C:13]([OH:52])=[O:12])=[C:17]([CH2:41][O:42][C:43](=[O:51])[NH:44][CH:45]3[CH2:50][CH2:49][CH2:48][CH2:47][CH2:46]3)[CH:18]=2)=[CH:32][CH:31]=1)(=[O:40])[C:34]1[CH:35]=[CH:36][CH:37]=[CH:38][CH:39]=1, predict the reactants needed to synthesize it. The reactants are: FC(F)(F)C(O)=O.C([O:12][C:13](=[O:52])[CH2:14][CH2:15][C:16]1[CH:21]=[CH:20][C:19]([O:22][CH2:23][CH2:24][CH2:25][O:26][C:27]2[CH:32]=[CH:31][C:30]([C:33](=[O:40])[C:34]3[CH:39]=[CH:38][CH:37]=[CH:36][CH:35]=3)=[CH:29][CH:28]=2)=[CH:18][C:17]=1[CH2:41][O:42][C:43](=[O:51])[NH:44][CH:45]1[CH2:50][CH2:49][CH2:48][CH2:47][CH2:46]1)(C)(C)C. (3) The reactants are: [C:1]1([CH:7]([C:11](O)=O)C(O)=O)[CH:6]=[CH:5][CH:4]=[CH:3][CH:2]=1.O=P(Cl)(Cl)[Cl:16].[Br:19][C:20]1[CH:26]=[CH:25][C:23]([NH2:24])=[C:22]([CH3:27])[CH:21]=1.[CH2:28]([Cl:30])Cl. Given the product [Br:19][C:20]1[CH:26]=[C:25]2[C:23](=[C:22]([CH3:27])[CH:21]=1)[N:24]=[C:11]([Cl:16])[C:7]([C:1]1[CH:6]=[CH:5][CH:4]=[CH:3][CH:2]=1)=[C:28]2[Cl:30], predict the reactants needed to synthesize it. (4) Given the product [F:1][C:2]1[CH:10]=[C:9]2[C:5]([CH2:6][C:7](=[O:23])[N:8]2[CH:11]2[CH2:16][CH2:15][N:14]([C:17]3([CH3:22])[CH2:21][CH2:20][N:19]([C:24]([O:25][CH2:26][CH3:27])=[O:28])[CH2:18]3)[CH2:13][CH2:12]2)=[CH:4][CH:3]=1, predict the reactants needed to synthesize it. The reactants are: [F:1][C:2]1[CH:10]=[C:9]2[C:5]([CH2:6][C:7](=[O:23])[N:8]2[CH:11]2[CH2:16][CH2:15][N:14]([C:17]3([CH3:22])[CH2:21][CH2:20][NH:19][CH2:18]3)[CH2:13][CH2:12]2)=[CH:4][CH:3]=1.[C:24](Cl)(=[O:28])[O:25][CH2:26][CH3:27]. (5) Given the product [C:1]([O:4][CH2:5][CH2:6][CH2:7][CH2:8][CH2:9][CH2:10][S:11]([C:14]1[CH:19]=[CH:18][C:17]([CH2:20][Br:21])=[CH:16][CH:15]=1)(=[O:13])=[O:12])(=[O:3])[CH3:2], predict the reactants needed to synthesize it. The reactants are: [C:1]([O:4][CH2:5][CH2:6][CH2:7][CH2:8][CH2:9][CH2:10][S:11]([C:14]1[CH:19]=[CH:18][C:17]([CH3:20])=[CH:16][CH:15]=1)(=[O:13])=[O:12])(=[O:3])[CH3:2].[Br:21]N1C(=O)CCC1=O.C(OOC(=O)C1C=CC=CC=1)(=O)C1C=CC=CC=1. (6) Given the product [NH:12]1[C:13]2[C:18](=[CH:17][CH:16]=[CH:15][CH:14]=2)[C:10]([C:8](=[O:9])[CH:32]([NH:31][C:30]2[CH:41]=[CH:42][CH:43]=[C:28]([O:27][CH3:26])[CH:29]=2)[C:33]2[CH:34]=[N:35][C:36]([O:39][CH3:40])=[CH:37][CH:38]=2)=[CH:11]1, predict the reactants needed to synthesize it. The reactants are: C(N(CC)CC)C.[CH:8]([C:10]1[C:18]2[C:13](=[CH:14][CH:15]=[CH:16][CH:17]=2)[N:12](C(OC(C)(C)C)=O)[CH:11]=1)=[O:9].[CH3:26][O:27][C:28]1[CH:29]=[C:30]([CH:41]=[CH:42][CH:43]=1)[N:31]=[CH:32][C:33]1[CH:34]=[N:35][C:36]([O:39][CH3:40])=[CH:37][CH:38]=1. (7) Given the product [Br:1][C:2]1[N:7]=[C:6]([C:8]2[NH:18][C:11]3[CH:16]=[CH:15][CH:14]=[CH:13][C:12]=3[N:17]=2)[CH:5]=[CH:4][CH:3]=1, predict the reactants needed to synthesize it. The reactants are: [Br:1][C:2]1[N:7]=[C:6]([C:8](O)=O)[CH:5]=[CH:4][CH:3]=1.[C:11]1([NH2:18])[C:12]([NH2:17])=[CH:13][CH:14]=[CH:15][CH:16]=1. (8) Given the product [NH2:7][C:8]1[CH:13]=[CH:12][C:11]([Cl:14])=[CH:10][C:9]=1[C:15]([C:16]1[CH:21]=[CH:20][C:19]([Br:22])=[CH:18][CH:17]=1)=[O:23], predict the reactants needed to synthesize it. The reactants are: C(OC(=O)[NH:7][C:8]1[CH:13]=[CH:12][C:11]([Cl:14])=[CH:10][C:9]=1[C:15](=[O:23])[C:16]1[CH:21]=[CH:20][C:19]([Br:22])=[CH:18][CH:17]=1)(C)(C)C.Cl.CO. (9) Given the product [CH3:18][C@H:19]([C:32]([OH:34])=[O:33])[C:20]1[CH:21]=[CH:22][C:23]2[CH:24]=[C:25]([O:30][CH3:31])[CH:26]=[CH:27][C:28]=2[CH:29]=1.[OH:1][N:2]1[C:6](=[O:7])[CH2:5][CH2:4][C:3]1=[O:8], predict the reactants needed to synthesize it. The reactants are: [OH:1][N:2]1[C:6](=[O:7])[CH2:5][CH2:4][C:3]1=[O:8].C(N=C=NC(C)C)(C)C.[CH3:18][C@H:19]([C:32]([OH:34])=[O:33])[C:20]1[CH:21]=[CH:22][C:23]2[CH:24]=[C:25]([O:30][CH3:31])[CH:26]=[CH:27][C:28]=2[CH:29]=1. (10) Given the product [CH2:45]([NH:52][C:15](=[O:17])[C:14]1[CH:19]=[CH:20][N:21]=[C:12]([N:9]2[CH2:10][CH2:11][N:7]([CH2:6][CH:5]3[CH2:23][CH2:24]3)[C:8]2=[O:22])[CH:13]=1)[C:46]1[CH:51]=[CH:50][CH:49]=[CH:48][CH:47]=1, predict the reactants needed to synthesize it. The reactants are: FC1[CH:24]=[CH:23][C:5]([CH2:6][N:7]2[CH2:11][CH2:10][N:9]([C:12]3[CH:13]=[C:14]([CH:19]=[CH:20][N:21]=3)[C:15]([O:17]C)=O)[C:8]2=[O:22])=CC=1.C1(CN2CCN(C3C=C(C=CN=3)C(OC)=O)C2=O)CC1.[CH2:45]([NH2:52])[C:46]1[CH:51]=[CH:50][CH:49]=[CH:48][CH:47]=1.